The task is: Predict hERG channel inhibition at various concentrations.. This data is from hERG Central: cardiac toxicity at 1µM, 10µM, and general inhibition. The drug is CCn1c(=O)cc(SCC(=O)N2CCN(c3ccccc3OC)CC2)c2ccccc21. Results: hERG_inhib (hERG inhibition (general)): blocker.